From a dataset of Full USPTO retrosynthesis dataset with 1.9M reactions from patents (1976-2016). Predict the reactants needed to synthesize the given product. (1) Given the product [CH2:1]([O:3][C:4](=[O:39])[CH2:5][CH2:6][CH2:7][O:8][C:9]1[CH:14]=[CH:13][CH:12]=[C:11]([CH2:15][CH2:16][CH2:17][CH2:18][CH2:19][CH2:20][O:21][C:22]2[CH:27]=[C:26]([N+:28]([O-:30])=[O:29])[CH:25]=[C:24]([C:47]3[CH:46]=[CH:45][C:44]4[O:40][CH2:41][O:42][C:43]=4[CH:48]=3)[CH:23]=2)[C:10]=1[CH2:32][CH2:33][C:34]([O:36][CH2:37][CH3:38])=[O:35])[CH3:2], predict the reactants needed to synthesize it. The reactants are: [CH2:1]([O:3][C:4](=[O:39])[CH2:5][CH2:6][CH2:7][O:8][C:9]1[CH:14]=[CH:13][CH:12]=[C:11]([CH2:15][CH2:16][CH2:17][CH2:18][CH2:19][CH2:20][O:21][C:22]2[CH:27]=[C:26]([N+:28]([O-:30])=[O:29])[CH:25]=[C:24](I)[CH:23]=2)[C:10]=1[CH2:32][CH2:33][C:34]([O:36][CH2:37][CH3:38])=[O:35])[CH3:2].[O:40]1[C:44]2[CH:45]=[CH:46][C:47](B(O)O)=[CH:48][C:43]=2[O:42][CH2:41]1. (2) Given the product [OH:11][C:10]1[CH:9]=[CH:8][C:5]([CH:6]=[O:7])=[CH:4][C:3]=1[O:2][CH3:1], predict the reactants needed to synthesize it. The reactants are: [CH3:1][O:2][C:3]1[CH:4]=[C:5]([CH:8]=[CH:9][C:10]=1[O:11]C)[CH:6]=[O:7].CNC. (3) Given the product [F:1][C:2]1[CH:3]=[C:4]([NH:5][C:29]([NH:28][C:26](=[O:27])[CH2:25][C:19]2[CH:20]=[CH:21][CH:22]=[CH:23][CH:24]=2)=[S:30])[CH:6]=[CH:7][C:8]=1[O:9][C:10]1[CH:15]=[CH:14][N:13]=[C:12]2[CH:16]=[CH:17][S:18][C:11]=12, predict the reactants needed to synthesize it. The reactants are: [F:1][C:2]1[CH:3]=[C:4]([CH:6]=[CH:7][C:8]=1[O:9][C:10]1[CH:15]=[CH:14][N:13]=[C:12]2[CH:16]=[CH:17][S:18][C:11]=12)[NH2:5].[C:19]1([CH2:25][C:26]([N:28]=[C:29]=[S:30])=[O:27])[CH:24]=[CH:23][CH:22]=[CH:21][CH:20]=1.